This data is from KCNQ2 potassium channel screen with 302,405 compounds. The task is: Binary Classification. Given a drug SMILES string, predict its activity (active/inactive) in a high-throughput screening assay against a specified biological target. (1) The compound is S1(=O)(=O)N(CC(=O)c2cc3OCCCOc3cc2)C(=O)c2c1cccc2. The result is 0 (inactive). (2) The drug is S(=O)(=O)(N1CC(CCC1)C(=O)Nc1c(OCC)cccc1)C. The result is 0 (inactive). (3) The molecule is S(=O)(=O)(NC(C(CC)C(=O)n1nc(cc1C)C)c1ccccc1)c1ccc(cc1)C. The result is 0 (inactive). (4) The result is 0 (inactive). The drug is s1c(Nc2ncc(cc2)C)nc(c2sccc2)c1. (5) The molecule is O(CCCn1c2n(c3c(c1=O)cccc3)c(nn2)CCC(O)=O)C(C)C. The result is 0 (inactive).